From a dataset of Catalyst prediction with 721,799 reactions and 888 catalyst types from USPTO. Predict which catalyst facilitates the given reaction. (1) Reactant: [C:1]([C:5]1[CH:10]=[CH:9][C:8]([S:11]([NH:14][C:15]2[CH:16]=[C:17]3[C:21](=[CH:22][CH:23]=2)[NH:20][C:19]([C:24]([OH:26])=O)=[C:18]3[C:27]2[CH:32]=[CH:31][C:30]([O:33][CH3:34])=[CH:29][CH:28]=2)(=[O:13])=[O:12])=[CH:7][CH:6]=1)([CH3:4])([CH3:3])[CH3:2].[CH3:35][N:36]([CH3:40])[CH2:37][CH2:38][NH2:39]. Product: [CH3:35][N:36]([CH3:40])[CH2:37][CH2:38][NH:39][C:24]([C:19]1[NH:20][C:21]2[C:17]([C:18]=1[C:27]1[CH:28]=[CH:29][C:30]([O:33][CH3:34])=[CH:31][CH:32]=1)=[CH:16][C:15]([NH:14][S:11]([C:8]1[CH:9]=[CH:10][C:5]([C:1]([CH3:4])([CH3:3])[CH3:2])=[CH:6][CH:7]=1)(=[O:13])=[O:12])=[CH:23][CH:22]=2)=[O:26]. The catalyst class is: 98. (2) The catalyst class is: 7. Reactant: [Cl:1][C:2]1[CH:7]=[C:6]([O:8][CH3:9])[CH:5]=[CH:4][C:3]=1[CH:10]([CH3:20])[C:11]([C:13]1[CH:18]=[CH:17][N:16]=[C:15]([Cl:19])[CH:14]=1)=[O:12].[F:21][C:22]([Si](C)(C)C)([F:24])[F:23].O.O.O.[F-].C[N+](C)(C)C.CCCCCCC. Product: [Cl:1][C:2]1[CH:7]=[C:6]([O:8][CH3:9])[CH:5]=[CH:4][C:3]=1[CH:10]([CH3:20])[C:11]([C:13]1[CH:18]=[CH:17][N:16]=[C:15]([Cl:19])[CH:14]=1)([OH:12])[C:22]([F:24])([F:23])[F:21]. (3) Reactant: [O:1]1[CH:5]=[CH:4][CH:3]=[C:2]1[CH2:6][NH2:7].[Br:8][C:9]([F:16])([F:15])[C:10](OCC)=[O:11].C([O-])([O-])=O.[K+].[K+]. Product: [Br:8][C:9]([F:16])([F:15])[C:10]([NH:7][CH2:6][C:2]1[O:1][CH:5]=[CH:4][CH:3]=1)=[O:11]. The catalyst class is: 18.